Dataset: Full USPTO retrosynthesis dataset with 1.9M reactions from patents (1976-2016). Task: Predict the reactants needed to synthesize the given product. (1) Given the product [CH:16]1([C:2]2[CH:10]=[CH:9][CH:8]=[C:7]3[C:3]=2[C:4]([CH:14]=[O:15])=[CH:5][N:6]3[CH:11]([CH3:13])[CH3:12])[CH2:18][CH2:17]1, predict the reactants needed to synthesize it. The reactants are: Br[C:2]1[CH:10]=[CH:9][CH:8]=[C:7]2[C:3]=1[C:4]([CH:14]=[O:15])=[CH:5][N:6]2[CH:11]([CH3:13])[CH3:12].[CH:16]1(B(O)O)[CH2:18][CH2:17]1.C(=O)([O-])[O-].[K+].[K+]. (2) Given the product [Cl:9][C:10]1[C:15]([Cl:16])=[CH:14][CH:13]=[CH:12][C:11]=1[S:17]([NH:20][C:21]1[C:26]([O:8][CH2:7][C:3]2[CH:2]=[N:1][CH:6]=[CH:5][CH:4]=2)=[N:25][CH:24]=[CH:23][N:22]=1)(=[O:18])=[O:19], predict the reactants needed to synthesize it. The reactants are: [N:1]1[CH:6]=[CH:5][CH:4]=[C:3]([CH2:7][OH:8])[CH:2]=1.[Cl:9][C:10]1[C:15]([Cl:16])=[CH:14][CH:13]=[CH:12][C:11]=1[S:17]([NH:20][C:21]1[C:26](Cl)=[N:25][CH:24]=[CH:23][N:22]=1)(=[O:19])=[O:18]. (3) Given the product [N:60]([C@@H:9]1[CH2:10][CH2:11][C@@H:7]([O:6][Si:5]([C:1]([CH3:4])([CH3:3])[CH3:2])([CH3:14])[CH3:13])[CH2:8]1)=[N+:61]=[N-:62], predict the reactants needed to synthesize it. The reactants are: [C:1]([Si:5]([CH3:14])([CH3:13])[O:6][C@@H:7]1[CH2:11][CH2:10][C@H:9](O)[CH2:8]1)([CH3:4])([CH3:3])[CH3:2].C1(P(C2C=CC=CC=2)C2C=CC=CC=2)C=CC=CC=1.N(C(OCC)=O)=NC(OCC)=O.C1(P([N:60]=[N+:61]=[N-:62])(C2C=CC=CC=2)=O)C=CC=CC=1. (4) The reactants are: [H-].[Na+].C(OP([CH2:11][C:12]([O:14][C:15]([CH3:18])([CH3:17])[CH3:16])=[O:13])(OCC)=O)C.[C:19]([C:21]1[CH:28]=[CH:27][C:24]([CH:25]=O)=[CH:23][CH:22]=1)#[N:20]. Given the product [C:19]([C:21]1[CH:28]=[CH:27][C:24](/[CH:25]=[CH:11]/[C:12]([O:14][C:15]([CH3:16])([CH3:17])[CH3:18])=[O:13])=[CH:23][CH:22]=1)#[N:20], predict the reactants needed to synthesize it. (5) Given the product [CH3:8][N:7]1[C:6]2[CH:9]=[CH:10][CH:11]=[CH:12][C:5]=2[N:4]=[C:3]1[CH2:2][N:21]1[C:29]2[C:24](=[CH:25][CH:26]=[CH:27][CH:28]=2)[C:23]2([C:41]3[C:32](=[CH:33][C:34]4[O:39][CH2:38][CH2:37][O:36][C:35]=4[CH:40]=3)[O:31][CH2:30]2)[C:22]1=[O:42], predict the reactants needed to synthesize it. The reactants are: Br[CH2:2][C:3]1[N:7]([CH3:8])[C:6]2[CH:9]=[CH:10][CH:11]=[CH:12][C:5]=2[N:4]=1.BrCC1CCCCO1.[NH:21]1[C:29]2[C:24](=[CH:25][CH:26]=[CH:27][CH:28]=2)[C:23]2([C:41]3[C:32](=[CH:33][C:34]4[O:39][CH2:38][CH2:37][O:36][C:35]=4[CH:40]=3)[O:31][CH2:30]2)[C:22]1=[O:42].